The task is: Predict which catalyst facilitates the given reaction.. This data is from Catalyst prediction with 721,799 reactions and 888 catalyst types from USPTO. (1) Reactant: [CH2:1]([NH:8][C:9](=[O:15])[CH:10](Br)[CH2:11][O:12][CH3:13])[C:2]1[CH:7]=[CH:6][CH:5]=[CH:4][CH:3]=1.[N-:16]=[N+:17]=[N-:18].[Na+]. Product: [CH2:1]([NH:8][C:9](=[O:15])[CH:10]([N:16]=[N+:17]=[N-:18])[CH2:11][O:12][CH3:13])[C:2]1[CH:7]=[CH:6][CH:5]=[CH:4][CH:3]=1. The catalyst class is: 442. (2) Reactant: [F:1][C:2]1[C:3]([OH:14])=[C:4]([C:11]([OH:13])=O)[C:5](=[O:10])[N:6]([CH3:9])[C:7]=1[CH3:8].C(N1C=CN=C1)(N1C=CN=C1)=O.[NH2:27][C:28]1[S:29][CH:30]=[C:31]([CH3:33])[N:32]=1. Product: [F:1][C:2]1[C:3]([OH:14])=[C:4]([C:11]([NH:27][C:28]2[S:29][CH:30]=[C:31]([CH3:33])[N:32]=2)=[O:13])[C:5](=[O:10])[N:6]([CH3:9])[C:7]=1[CH3:8]. The catalyst class is: 10. (3) Reactant: S([O-])([O-])=O.[Na+:5].[Na+].O.C(=O)(O)[O-].[Na+].[CH3:13][C:14]1[S:18][C:17]([S:19](Cl)(=[O:21])=[O:20])=[CH:16][C:15]=1[C:23]1[CH:28]=[CH:27][C:26]([O:29][C:30]([F:33])([F:32])[F:31])=[CH:25][CH:24]=1. Product: [Na+:5].[CH3:13][C:14]1[S:18][C:17]([S:19]([O-:21])=[O:20])=[CH:16][C:15]=1[C:23]1[CH:24]=[CH:25][C:26]([O:29][C:30]([F:33])([F:31])[F:32])=[CH:27][CH:28]=1. The catalyst class is: 175. (4) Product: [CH3:1][O:2][CH2:3][O:4][CH:5]1[C:10]2[NH:27][N:28]=[C:16]([C:17]([O:19][CH2:20][CH3:21])=[O:18])[C:9]=2[C@H:8]2[CH2:7][C@@H:6]12. The catalyst class is: 40. Reactant: [CH3:1][O:2][CH2:3][O:4][C@@H:5]1[C:10](=O)[CH2:9][C@@H:8]2[C@H:6]1[CH2:7]2.CC[O-].[Na+].[C:16](OCC)(=O)[C:17]([O:19][CH2:20][CH3:21])=[O:18].O.[NH2:27][NH2:28]. (5) Reactant: [Cl:1][C:2]1[CH:7]=[C:6]([C:8](=[S:10])[NH2:9])[CH:5]=[C:4]([O:11][CH3:12])[N:3]=1.CI.[CH3:15]C(C)=O.CCCCCC. Product: [Cl:1][C:2]1[CH:7]=[C:6]([C:8]([S:10][CH3:15])=[NH:9])[CH:5]=[C:4]([O:11][CH3:12])[N:3]=1. The catalyst class is: 27. (6) Reactant: [H-].[Na+].[NH2:3][C:4]1[C:11]([Cl:12])=[C:10]([O:13][CH3:14])[C:9]([O:15][CH3:16])=[CH:8][C:5]=1[C:6]#[N:7].[C:17]([O:21][C:22]([N:24]1[CH2:29][CH2:28][N:27]([C:30]#[N:31])[CH2:26][CH2:25]1)=[O:23])([CH3:20])([CH3:19])[CH3:18]. Product: [NH2:7][C:6]1[C:5]2[C:4](=[C:11]([Cl:12])[C:10]([O:13][CH3:14])=[C:9]([O:15][CH3:16])[CH:8]=2)[N:3]=[C:30]([N:27]2[CH2:28][CH2:29][N:24]([C:22]([O:21][C:17]([CH3:20])([CH3:19])[CH3:18])=[O:23])[CH2:25][CH2:26]2)[N:31]=1. The catalyst class is: 1. (7) Reactant: [NH:1]1[C:5]2[CH:6]=[CH:7][C:8]([C:10](O)=[O:11])=[CH:9][C:4]=2[N:3]=[CH:2]1.C1COCC1.[H-].[Al+3].[Li+].[H-].[H-].[H-].C(OCC)(=O)C. Product: [NH:1]1[C:5]2[CH:6]=[CH:7][C:8]([CH2:10][OH:11])=[CH:9][C:4]=2[N:3]=[CH:2]1. The catalyst class is: 72. (8) Reactant: [Cl-].[Ca+2:2].[Cl-].[CH3:4][C@@:5]12[C@@H:21]([OH:22])[CH2:20][CH2:19][C@H:18]1[C@H:17]1[C@@H:8]([C:9]3[CH:10]=[CH:11][C:12]([OH:23])=[CH:13][C:14]=3[CH2:15][CH2:16]1)[CH2:7][CH2:6]2.[C:24]([O-:27])([O-:26])=[O:25].[Ca+2]. Product: [CH3:4][C@@:5]12[C@@H:21]([OH:22])[CH2:20][CH2:19][C@H:18]1[C@H:17]1[C@@H:8]([C:9]3[CH:10]=[CH:11][C:12]([OH:23])=[CH:13][C:14]=3[CH2:15][CH2:16]1)[CH2:7][CH2:6]2.[C:24](=[O:25])([O-:27])[O-:26].[Ca+2:2]. The catalyst class is: 40. (9) Reactant: [NH2:1][CH2:2][CH2:3][CH:4]([C:6]1[CH:11]=[CH:10][CH:9]=[CH:8][CH:7]=1)[OH:5].[CH3:12][C:13]([O:16][C:17](O[C:17]([O:16][C:13]([CH3:15])([CH3:14])[CH3:12])=[O:18])=[O:18])([CH3:15])[CH3:14]. Product: [OH:5][CH:4]([C:6]1[CH:11]=[CH:10][CH:9]=[CH:8][CH:7]=1)[CH2:3][CH2:2][NH:1][C:17](=[O:18])[O:16][C:13]([CH3:15])([CH3:14])[CH3:12]. The catalyst class is: 1. (10) Reactant: Br[C:2]1[C:3]([NH:25][CH3:26])=[N:4][C:5]([NH:8][C:9]2[CH:14]=[CH:13][C:12]([C:15]([N:17]3[CH2:22][CH2:21][O:20][CH2:19][CH2:18]3)=[O:16])=[CH:11][C:10]=2[O:23][CH3:24])=[N:6][CH:7]=1.[CH:27]1([B-](F)(F)F)[CH2:29][CH2:28]1.[K+].C(=O)([O-])[O-].[Cs+].[Cs+].CC(C1C=C(C(C)C)C(C2C=CC=CC=2P(C2CCCCC2)C2CCCCC2)=C(C(C)C)C=1)C. Product: [CH:27]1([C:2]2[C:3]([NH:25][CH3:26])=[N:4][C:5]([NH:8][C:9]3[CH:14]=[CH:13][C:12]([C:15]([N:17]4[CH2:22][CH2:21][O:20][CH2:19][CH2:18]4)=[O:16])=[CH:11][C:10]=3[O:23][CH3:24])=[N:6][CH:7]=2)[CH2:29][CH2:28]1. The catalyst class is: 706.